This data is from Full USPTO retrosynthesis dataset with 1.9M reactions from patents (1976-2016). The task is: Predict the reactants needed to synthesize the given product. Given the product [CH:11]([C:4]1[C:3]2[N:2]=[C:21]3[CH:20]([CH3:24])[N:19]([CH3:25])[CH2:16][CH2:17][N:10]3[C:8](=[O:9])[C:7]=2[NH:6][N:5]=1)([CH3:12])[CH3:15], predict the reactants needed to synthesize it. The reactants are: [123I-].[NH2:2][C:3]1[C:4]([CH:11]2[CH2:15]CC[CH2:12]2)=[N:5][NH:6][C:7]=1[C:8]([NH2:10])=[O:9].[C:16]([NH:19][CH:20]([CH3:24])[C:21](O)=O)(=O)[CH3:17].[C:25](NCC(O)=O)(=O)C.COC1C=CC(C=O)=CC=1.